This data is from Forward reaction prediction with 1.9M reactions from USPTO patents (1976-2016). The task is: Predict the product of the given reaction. Given the reactants Br[C:2]1[CH:7]=[CH:6][N:5]=[C:4]2[NH:8][CH:9]=[CH:10][C:3]=12.[C:11]([CH2:13][C:14]1([N:25]2[CH:29]=[C:28](B3OC(C)(C)C(C)(C)O3)[CH:27]=[N:26]2)[CH2:17][N:16]([C:18]([O:20][C:21]([CH3:24])([CH3:23])[CH3:22])=[O:19])[CH2:15]1)#[N:12].C(=O)([O-])[O-].[Na+].[Na+], predict the reaction product. The product is: [C:11]([CH2:13][C:14]1([N:25]2[CH:29]=[C:28]([C:2]3[CH:7]=[CH:6][N:5]=[C:4]4[NH:8][CH:9]=[CH:10][C:3]=34)[CH:27]=[N:26]2)[CH2:17][N:16]([C:18]([O:20][C:21]([CH3:24])([CH3:23])[CH3:22])=[O:19])[CH2:15]1)#[N:12].